Dataset: Full USPTO retrosynthesis dataset with 1.9M reactions from patents (1976-2016). Task: Predict the reactants needed to synthesize the given product. (1) Given the product [C:17](=[O:18])([O:19][C:20]1[CH:21]=[CH:22][C:23]([N+:26]([O-:28])=[O:27])=[CH:24][CH:25]=1)[O:10][CH2:9][CH2:8][CH2:7][CH2:6][CH:5]([O:11][N+:12]([O-:14])=[O:13])[CH2:4][O:3][N+:1]([O-:15])=[O:2], predict the reactants needed to synthesize it. The reactants are: [N+:1]([O-:15])([O:3][CH2:4][CH:5]([O:11][N+:12]([O-:14])=[O:13])[CH2:6][CH2:7][CH2:8][CH2:9][OH:10])=[O:2].Cl[C:17]([O:19][C:20]1[CH:25]=[CH:24][C:23]([N+:26]([O-:28])=[O:27])=[CH:22][CH:21]=1)=[O:18].N1C=CC=CC=1. (2) Given the product [Cl:31][C:13]1[CH:14]=[CH:15][C:16]([C:18](=[O:30])[NH:19][N:20]2[C:28]3[C:23](=[CH:24][CH:25]=[CH:26][CH:27]=3)[CH2:22][C@H:21]2[CH3:29])=[CH:17][C:12]=1[S:9]([NH:8][CH2:32][C:33]1[CH:34]=[CH:35][C:36]([C:37]([O:39][CH2:40][O:41]/[N:42]=[N+:43](\[O-:49])/[N:44]([CH2:45][CH3:46])[CH2:47][CH3:48])=[O:38])=[CH:50][CH:51]=1)(=[O:11])=[O:10], predict the reactants needed to synthesize it. The reactants are: C(OC([N:8]([CH2:32][C:33]1[CH:51]=[CH:50][C:36]([C:37]([O:39][CH2:40][O:41]/[N:42]=[N+:43](\[O-:49])/[N:44]([CH2:47][CH3:48])[CH2:45][CH3:46])=[O:38])=[CH:35][CH:34]=1)[S:9]([C:12]1[CH:17]=[C:16]([C:18](=[O:30])[NH:19][N:20]2[C:28]3[C:23](=[CH:24][CH:25]=[CH:26][CH:27]=3)[CH2:22][C@H:21]2[CH3:29])[CH:15]=[CH:14][C:13]=1[Cl:31])(=[O:11])=[O:10])=O)(C)(C)C. (3) The reactants are: [OH-:1].[Na+:2].[CH3:3][C:4]1([CH3:9])[O:7][C:6](=[O:8])[CH2:5]1. Given the product [OH:7][C:4]([CH3:9])([CH3:3])[CH2:5][C:6]([O-:1])=[O:8].[Na+:2], predict the reactants needed to synthesize it. (4) Given the product [CH:17]1([N:16]([CH:21]2[CH2:27][CH2:26][CH2:25][CH2:24][CH2:23][CH2:22]2)[C:14](=[O:15])[NH:13][C:11]2[S:12][C:8]([S:7][CH2:5][CH2:6][C:50]([OH:53])=[O:49])=[CH:9][N:10]=2)[CH2:20][CH2:19][CH2:18]1, predict the reactants needed to synthesize it. The reactants are: C(OC(=O)[CH:5]([S:7][C:8]1[S:12][C:11]([NH:13][C:14]([N:16]([CH:21]2[CH2:27][CH2:26][CH2:25][CH2:24][CH2:23][CH2:22]2)[CH:17]2[CH2:20][CH2:19][CH2:18]2)=[O:15])=[N:10][CH:9]=1)[CH3:6])C.C1(NC2CCC2)CCCCCC1.NC1SC=NC=1.C([O:49][C:50](=[O:53])CS)C. (5) Given the product [Cl:14][C:15]1[CH:20]=[CH:19][C:18]([NH:21][C:22]([NH:1][C:2]2[C:11]3[CH2:10][CH:9]([CH2:12][OH:13])[CH2:8][CH2:7][C:6]=3[CH:5]=[CH:4][CH:3]=2)=[O:23])=[CH:17][C:16]=1[C:24]([F:25])([F:26])[F:27], predict the reactants needed to synthesize it. The reactants are: [NH2:1][C:2]1[CH:3]=[CH:4][CH:5]=[C:6]2[C:11]=1[CH2:10][CH:9]([CH2:12][OH:13])[CH2:8][CH2:7]2.[Cl:14][C:15]1[CH:20]=[CH:19][C:18]([N:21]=[C:22]=[O:23])=[CH:17][C:16]=1[C:24]([F:27])([F:26])[F:25]. (6) Given the product [CH3:18][C:11]1[CH:12]=[CH:4][C:5]([C:13](=[O:16])[CH2:14][CH3:15])=[CH:6][C:7]=1[C:8]([OH:10])=[O:9], predict the reactants needed to synthesize it. The reactants are: C1([C:4]2[CH:12]=[CH:11][C:7]([C:8]([OH:10])=[O:9])=[CH:6][C:5]=2[C:13](=[O:16])[CH2:14][CH3:15])CC1.Br[C:18]1C=CC(C)=C(C=1)C(O)=O.BrC1C=C(C=CC=1C1CC1)C(O)=O. (7) Given the product [Cl:1][C:2]1[CH:7]=[C:6]([O:8][C:9]2[CH:10]=[CH:11][C:12]([NH:15][C:34]([N:24]3[CH2:25][CH2:26][N:27]([CH:28]4[CH2:33][CH2:32][O:31][CH2:30][CH2:29]4)[C:23]3=[O:22])=[O:35])=[N:13][CH:14]=2)[CH:5]=[CH:4][N:3]=1, predict the reactants needed to synthesize it. The reactants are: [Cl:1][C:2]1[CH:7]=[C:6]([O:8][C:9]2[CH:10]=[CH:11][C:12]([NH2:15])=[N:13][CH:14]=2)[CH:5]=[CH:4][N:3]=1.N1C=CC=CC=1.[O:22]=[C:23]1[N:27]([CH:28]2[CH2:33][CH2:32][O:31][CH2:30][CH2:29]2)[CH2:26][CH2:25][N:24]1[C:34](Cl)=[O:35].